From a dataset of Forward reaction prediction with 1.9M reactions from USPTO patents (1976-2016). Predict the product of the given reaction. (1) Given the reactants [CH:1]1[CH:2]=[CH:3][C:4]2[NH:13][C:12]3[N:11]=[CH:10][CH:9]=[CH:8][C:7]=3[C:5]=2[CH:6]=1.[Cl-].[Al+3].[Cl-].[Cl-].[C:18](Cl)(=[O:22])C(Cl)=O.[CH3:24][OH:25], predict the reaction product. The product is: [N:11]1[C:12]2[NH:13][C:4]3[C:5]([C:7]=2[CH:8]=[CH:9][CH:10]=1)=[CH:6][C:1]([C:24]([O:22][CH3:18])=[O:25])=[CH:2][CH:3]=3. (2) Given the reactants CC([N:5]([C@H:9]1[CH2:14][CH2:13][NH:12][CH2:11][C@H:10]1[O:15][CH3:16])[C:6](=[O:8])[O-:7])(C)C.[F:17][C:18]1[CH:19]=[N:20][C:21]2[C:26]([C:27]=1[C:28](=[CH2:33])[C:29]([O:31][CH3:32])=[O:30])=[N:25][C:24]([O:34][CH3:35])=[CH:23][CH:22]=2, predict the reaction product. The product is: [CH3:18][C:27]([O:7][C:6]([NH:5][C@H:9]1[CH2:14][CH2:13][N:12]([CH2:33][CH:28]([C:27]2[C:26]3[C:21](=[CH:22][CH:23]=[C:24]([O:34][CH3:35])[N:25]=3)[N:20]=[CH:19][C:18]=2[F:17])[C:29]([O:31][CH3:32])=[O:30])[CH2:11][C@H:10]1[O:15][CH3:16])=[O:8])([CH3:28])[CH3:26]. (3) Given the reactants ClC1N=C(Cl)N=C(Cl)N=1.O[N:11]=[C:12]1[CH2:17][CH2:16][CH:15]([C:18]([O:20][CH2:21][CH3:22])=[O:19])[CH2:14][CH2:13]1.[OH2:23], predict the reaction product. The product is: [O:23]=[C:12]1[NH:11][CH2:17][CH2:16][CH:15]([C:18]([O:20][CH2:21][CH3:22])=[O:19])[CH2:14][CH2:13]1. (4) Given the reactants [Br:1][C:2]1[CH:20]=[CH:19][C:5]([CH2:6][C:7]2[CH:8]=[N:9][C:10]3[N:11]([N:13]=[CH:14][C:15]=3[C:16]([OH:18])=O)[CH:12]=2)=[CH:4][CH:3]=1.[NH2:21][CH2:22][CH2:23][OH:24].CN(C(ON1N=NC2C=CC=CC1=2)=[N+](C)C)C.[B-](F)(F)(F)F.C(N(CC)CC)C, predict the reaction product. The product is: [Br:1][C:2]1[CH:3]=[CH:4][C:5]([CH2:6][C:7]2[CH:8]=[N:9][C:10]3[N:11]([N:13]=[CH:14][C:15]=3[C:16]([NH:21][CH2:22][CH2:23][OH:24])=[O:18])[CH:12]=2)=[CH:19][CH:20]=1. (5) The product is: [CH:1]1([C:6]2([CH2:14][CH2:15][C:16]3[CH:21]=[CH:20][C:19]([OH:22])=[C:18]([CH2:23][O:24][CH3:25])[CH:17]=3)[O:11][C:10](=[O:12])[C:9]([CH2:64][C:62]3[N:63]=[C:56]4[N:55]=[C:54]([CH3:53])[CH:59]=[C:58]([CH3:60])[N:57]4[N:61]=3)=[C:8]([OH:13])[CH2:7]2)[CH2:5][CH2:4][CH2:3][CH2:2]1. Given the reactants [CH:1]1([C:6]2([CH2:14][CH2:15][C:16]3[CH:21]=[CH:20][C:19]([OH:22])=[C:18]([CH2:23][O:24][CH3:25])[CH:17]=3)[O:11][C:10](=[O:12])[CH2:9][C:8](=[O:13])[CH2:7]2)[CH2:5][CH2:4][CH2:3][CH2:2]1.C1(C2(CCC3C=CC(C(C)(C)C#N)=C(F)C=3)CC(O)=CC(=O)O2)CCCC1.[CH3:53][C:54]1[CH:59]=[C:58]([CH3:60])[N:57]2[N:61]=[C:62]([CH:64]=O)[N:63]=[C:56]2[N:55]=1.C(C1NC(C=O)=C(C)N=1)C, predict the reaction product. (6) The product is: [CH3:30][C:18]1[CH:23]=[CH:22][C:21]([S:24]([NH:14][C:16]([N:8]2[CH2:7][CH2:6][C:5]3[C:10](=[CH:11][CH:12]=[C:3]([NH:2][C:28](=[O:29])[NH:27][S:24]([C:21]4[CH:20]=[CH:19][C:18]([CH3:30])=[CH:23][CH:22]=4)(=[O:25])=[O:26])[CH:4]=3)[CH2:9]2)=[O:17])(=[O:26])=[O:25])=[CH:20][CH:19]=1. Given the reactants Cl.[NH2:2][C:3]1[CH:4]=[C:5]2[C:10](=[CH:11][CH:12]=1)[CH2:9][NH:8][CH2:7][CH2:6]2.C[N:14]([CH:16]=[O:17])C.[C:18]1([CH3:30])[CH:23]=[CH:22][C:21]([S:24]([N:27]=[C:28]=[O:29])(=[O:26])=[O:25])=[CH:20][CH:19]=1.Cl, predict the reaction product. (7) Given the reactants F[C:2]1[CH:11]=[C:10]([F:12])[CH:9]=[C:8]2[C:3]=1[C:4](=[O:40])[NH:5][C:6]([C:13]1[CH:14]=[CH:15][C:16]([O:28][CH:29]3[CH2:32][N:31]([C:33]([O:35][C:36]([CH3:39])([CH3:38])[CH3:37])=[O:34])[CH2:30]3)=[C:17]([C:19]3[CH:24]=[CH:23][C:22]([S:25]([CH3:27])=[O:26])=[CH:21][CH:20]=3)[CH:18]=1)=[N:7]2.C[O-].[Na+].CO.[C:46](O)(=[O:48])C, predict the reaction product. The product is: [F:12][C:10]1[CH:9]=[C:8]2[C:3]([C:4](=[O:40])[NH:5][C:6]([C:13]3[CH:14]=[CH:15][C:16]([O:28][CH:29]4[CH2:32][N:31]([C:33]([O:35][C:36]([CH3:38])([CH3:39])[CH3:37])=[O:34])[CH2:30]4)=[C:17]([C:19]4[CH:20]=[CH:21][C:22]([S:25]([CH3:27])=[O:26])=[CH:23][CH:24]=4)[CH:18]=3)=[N:7]2)=[C:2]([O:48][CH3:46])[CH:11]=1.